This data is from Reaction yield outcomes from USPTO patents with 853,638 reactions. The task is: Predict the reaction yield, written as a fraction of the theoretical maximum amount of product (1.0 means a 100% yield; for example, 0.34 means a 34% yield). (1) The reactants are [F:1][C:2]1[CH:7]=[C:6]([O:8]C)[CH:5]=[CH:4][C:3]=1[CH2:10][CH2:11][C:12]([O:14][CH2:15][CH3:16])=[O:13].[Cl-].[Al+3].[Cl-].[Cl-].C(S)CCCCCCC. The catalyst is ClCCl. The product is [F:1][C:2]1[CH:7]=[C:6]([OH:8])[CH:5]=[CH:4][C:3]=1[CH2:10][CH2:11][C:12]([O:14][CH2:15][CH3:16])=[O:13]. The yield is 0.830. (2) The yield is 0.630. The catalyst is O. The product is [BrH:40].[O:2]1[C@:14]2([CH3:20])[C@@:15]34[CH2:17][CH2:18][N:19]([CH2:39][CH2:38][C:32]5[CH:37]=[CH:36][CH:35]=[CH:34][CH:33]=5)[C@@H:9]([C@:10]3([O:22][CH3:23])[CH2:11][CH2:12][C:13]2=[O:21])[CH2:8][C:7]2=[C:16]4[C:3]1=[C:4]([O:24][CH3:25])[CH:5]=[CH:6]2. The reactants are Cl.[O:2]1[C@:14]2([CH3:20])[C@@:15]34[CH2:17][CH2:18][NH:19][C@@H:9]([C@:10]3([O:22][CH3:23])[CH2:11][CH2:12][C:13]2=[O:21])[CH2:8][C:7]2=[C:16]4[C:3]1=[C:4]([O:24][CH3:25])[CH:5]=[CH:6]2.C(=O)([O-])[O-].[K+].[K+].[C:32]1([CH2:38][CH2:39][Br:40])[CH:37]=[CH:36][CH:35]=[CH:34][CH:33]=1.CN(C)C=O. (3) The reactants are [CH3:1][C:2]1[O:6][N:5]=[C:4]([C:7]2[CH:12]=[CH:11][CH:10]=[CH:9][CH:8]=2)[C:3]=1[CH2:13][O:14][C:15]1[CH:23]=[CH:22][C:18]([C:19]([OH:21])=O)=[CH:17][N:16]=1.F[B-](F)(F)F.N1(OC(N(C)C)=[N+](C)C)C2C=CC=CC=2N=N1.C(N(CC)C(C)C)(C)C.[CH3:55][O:56][CH2:57][CH2:58][CH2:59][NH2:60]. The catalyst is CN(C=O)C. The product is [CH3:55][O:56][CH2:57][CH2:58][CH2:59][NH:60][C:19](=[O:21])[C:18]1[CH:22]=[CH:23][C:15]([O:14][CH2:13][C:3]2[C:4]([C:7]3[CH:8]=[CH:9][CH:10]=[CH:11][CH:12]=3)=[N:5][O:6][C:2]=2[CH3:1])=[N:16][CH:17]=1. The yield is 0.820. (4) The reactants are Br[C:2]1[S:6][C:5]([S:7]([N:10]2[CH2:30][CH2:29][C:13]3([N:17]=[C:16]([C:18]4[CH:23]=[CH:22][CH:21]=[C:20]([C:24]([F:27])([F:26])[F:25])[CH:19]=4)[NH:15][C:14]3=[O:28])[CH2:12][CH2:11]2)(=[O:9])=[O:8])=[CH:4][CH:3]=1.[CH3:31][N:32]([CH3:44])[C:33]([C:35]1[CH:40]=[CH:39][C:38](B(O)O)=[CH:37][CH:36]=1)=[O:34].C([O-])([O-])=O.[Na+].[Na+].N#N. The catalyst is C1(C)C=CC=CC=1.C1C=CC([P]([Pd]([P](C2C=CC=CC=2)(C2C=CC=CC=2)C2C=CC=CC=2)([P](C2C=CC=CC=2)(C2C=CC=CC=2)C2C=CC=CC=2)[P](C2C=CC=CC=2)(C2C=CC=CC=2)C2C=CC=CC=2)(C2C=CC=CC=2)C2C=CC=CC=2)=CC=1.O.CCO. The product is [CH3:31][N:32]([CH3:44])[C:33](=[O:34])[C:35]1[CH:36]=[CH:37][C:38]([C:2]2[S:6][C:5]([S:7]([N:10]3[CH2:11][CH2:12][C:13]4([N:17]=[C:16]([C:18]5[CH:23]=[CH:22][CH:21]=[C:20]([C:24]([F:25])([F:27])[F:26])[CH:19]=5)[NH:15][C:14]4=[O:28])[CH2:29][CH2:30]3)(=[O:8])=[O:9])=[CH:4][CH:3]=2)=[CH:39][CH:40]=1. The yield is 0.770. (5) The reactants are [F:1][C:2]1[CH:3]=[C:4]([CH:42]=[C:43]([F:45])[CH:44]=1)[C:5]([C:7]1[CH:8]=[C:9]2[C:13](=[CH:14][CH:15]=1)[N:12]([C:16]([C:29]1[CH:34]=[CH:33][CH:32]=[CH:31][CH:30]=1)([C:23]1[CH:28]=[CH:27][CH:26]=[CH:25][CH:24]=1)[C:17]1[CH:22]=[CH:21][CH:20]=[CH:19][CH:18]=1)[N:11]=[C:10]2[NH:35]C(=O)C(F)(F)F)=[O:6].C(O)(C)C.O1CCCC1. The catalyst is C(N(CC)CC)C. The product is [NH2:35][C:10]1[C:9]2[C:13](=[CH:14][CH:15]=[C:7]([C:5]([C:4]3[CH:42]=[C:43]([F:45])[CH:44]=[C:2]([F:1])[CH:3]=3)=[O:6])[CH:8]=2)[N:12]([C:16]([C:23]2[CH:24]=[CH:25][CH:26]=[CH:27][CH:28]=2)([C:29]2[CH:30]=[CH:31][CH:32]=[CH:33][CH:34]=2)[C:17]2[CH:22]=[CH:21][CH:20]=[CH:19][CH:18]=2)[N:11]=1. The yield is 0.990.